From a dataset of Catalyst prediction with 721,799 reactions and 888 catalyst types from USPTO. Predict which catalyst facilitates the given reaction. Reactant: Br[C:2]1[CH:6]=[CH:5][S:4][CH:3]=1.[CH3:7][CH:8]([CH3:13])[CH:9]([OH:12])[CH:10]=[CH2:11].[I-].[Na+].C(=O)(O)[O-].[Na+].C1(P(C2C=CC=CC=2)C2C=CC=CC=2)C=CC=CC=1. Product: [CH3:7][CH:8]([CH3:13])[C:9](=[O:12])[CH2:10][CH2:11][C:2]1[CH:6]=[CH:5][S:4][CH:3]=1. The catalyst class is: 826.